Dataset: Forward reaction prediction with 1.9M reactions from USPTO patents (1976-2016). Task: Predict the product of the given reaction. The product is: [C:19]([S:16][C:13]([CH3:15])([CH3:14])[CH:9]([NH:8][C:6]([O:5][C:1]([CH3:4])([CH3:2])[CH3:3])=[O:7])[C:10]([OH:12])=[O:11])(=[O:21])[CH3:20]. Given the reactants [C:1]([O:5][C:6]([NH:8][CH:9]([C:13]([SH:16])([CH3:15])[CH3:14])[C:10]([OH:12])=[O:11])=[O:7])([CH3:4])([CH3:3])[CH3:2].[OH-].[K+].[C:19](OC(=O)C)(=[O:21])[CH3:20], predict the reaction product.